This data is from Full USPTO retrosynthesis dataset with 1.9M reactions from patents (1976-2016). The task is: Predict the reactants needed to synthesize the given product. (1) Given the product [CH:14]1([C@H:19]([NH:23][C:24]([O:26][C:27]([CH3:30])([CH3:29])[CH3:28])=[O:25])[C:20]([OH:22])=[O:21])[CH2:18][CH2:17][CH2:16][CH2:15]1, predict the reactants needed to synthesize it. The reactants are: C1(NC2CCCCC2)CCCCC1.[CH:14]1([C@H:19]([NH:23][C:24]([O:26][C:27]([CH3:30])([CH3:29])[CH3:28])=[O:25])[C:20]([OH:22])=[O:21])[CH2:18][CH2:17][CH2:16][CH2:15]1. (2) Given the product [C:24]1([C:2]2[N:11]=[C:10]([C:12]3[CH:17]=[CH:16][C:15]([N:18]4[CH2:19][CH2:20][O:21][CH2:22][CH2:23]4)=[CH:14][CH:13]=3)[CH:9]=[C:8]3[C:3]=2[CH:4]=[CH:5][CH:6]=[N:7]3)[CH:29]=[CH:28][CH:27]=[CH:26][CH:25]=1, predict the reactants needed to synthesize it. The reactants are: Cl[C:2]1[N:11]=[C:10]([C:12]2[CH:17]=[CH:16][C:15]([N:18]3[CH2:23][CH2:22][O:21][CH2:20][CH2:19]3)=[CH:14][CH:13]=2)[CH:9]=[C:8]2[C:3]=1[CH:4]=[CH:5][CH:6]=[N:7]2.[C:24]1(OB(O)O)[CH:29]=[CH:28][CH:27]=[CH:26][CH:25]=1.C([O-])([O-])=O.[Cs+].[Cs+]. (3) Given the product [Br:1][C:2]1[CH:7]=[CH:6][C:5]([N+:8]([O-:10])=[O:9])=[C:4]([N:16]([CH2:17][C:18]([OH:20])=[O:19])[CH2:12][CH2:13][CH2:14][CH3:15])[CH:3]=1, predict the reactants needed to synthesize it. The reactants are: [Br:1][C:2]1[CH:7]=[CH:6][C:5]([N+:8]([O-:10])=[O:9])=[C:4](F)[CH:3]=1.[CH2:12]([NH:16][CH2:17][C:18]([OH:20])=[O:19])[CH2:13][CH2:14][CH3:15].O.